The task is: Predict the product of the given reaction.. This data is from Forward reaction prediction with 1.9M reactions from USPTO patents (1976-2016). (1) Given the reactants [NH2:1][C:2]1[CH:3]=[CH:4][C:5]([Cl:17])=[C:6]([NH:8][C:9]2[CH2:14][CH2:13][CH2:12][C:11](=[O:15])[C:10]=2[CH3:16])[CH:7]=1.[O:18]1[C:22](=[O:23])[CH:21]=[CH:20][C:19]1=[O:24], predict the reaction product. The product is: [Cl:17][C:5]1[CH:4]=[CH:3][C:2]([NH:1][C:22](=[O:23])/[CH:21]=[CH:20]\[C:19]([OH:24])=[O:18])=[CH:7][C:6]=1[NH:8][C:9]1[CH2:14][CH2:13][CH2:12][C:11](=[O:15])[C:10]=1[CH3:16]. (2) Given the reactants [CH2:1](Br)[C:2]1[CH:7]=[CH:6][CH:5]=[CH:4][CH:3]=1.[Cl:9][C:10]1[C:19]2[C:18](=[O:20])[NH:17][C@H:16]3[CH2:21][N:22](C(OC(C)(C)C)=O)[CH2:23][C@@H:15]3[C:14]=2[CH:13]=[C:12]([CH2:31][CH3:32])[CH:11]=1, predict the reaction product. The product is: [ClH:9].[CH2:1]([N:17]1[C@H:16]2[CH2:21][NH:22][CH2:23][C@@H:15]2[C:14]2[CH:13]=[C:12]([CH2:31][CH3:32])[CH:11]=[C:10]([Cl:9])[C:19]=2[C:18]1=[O:20])[C:2]1[CH:7]=[CH:6][CH:5]=[CH:4][CH:3]=1.